Task: Regression. Given two drug SMILES strings and cell line genomic features, predict the synergy score measuring deviation from expected non-interaction effect.. Dataset: NCI-60 drug combinations with 297,098 pairs across 59 cell lines (1) Drug 1: CCN(CC)CCNC(=O)C1=C(NC(=C1C)C=C2C3=C(C=CC(=C3)F)NC2=O)C. Drug 2: CC1C(C(CC(O1)OC2CC(CC3=C2C(=C4C(=C3O)C(=O)C5=CC=CC=C5C4=O)O)(C(=O)C)O)N)O. Cell line: RPMI-8226. Synergy scores: CSS=33.2, Synergy_ZIP=-3.97, Synergy_Bliss=-7.91, Synergy_Loewe=-12.2, Synergy_HSA=-4.32. (2) Drug 1: CS(=O)(=O)C1=CC(=C(C=C1)C(=O)NC2=CC(=C(C=C2)Cl)C3=CC=CC=N3)Cl. Drug 2: C1=C(C(=O)NC(=O)N1)N(CCCl)CCCl. Cell line: LOX IMVI. Synergy scores: CSS=43.0, Synergy_ZIP=-1.71, Synergy_Bliss=-2.04, Synergy_Loewe=-3.79, Synergy_HSA=1.22. (3) Drug 1: CN(CC1=CN=C2C(=N1)C(=NC(=N2)N)N)C3=CC=C(C=C3)C(=O)NC(CCC(=O)O)C(=O)O. Drug 2: C1=NNC2=C1C(=O)NC=N2. Cell line: OVCAR-4. Synergy scores: CSS=53.4, Synergy_ZIP=6.35, Synergy_Bliss=5.03, Synergy_Loewe=-15.4, Synergy_HSA=2.99. (4) Drug 1: CC(CN1CC(=O)NC(=O)C1)N2CC(=O)NC(=O)C2. Drug 2: C1CN(CCN1C(=O)CCBr)C(=O)CCBr. Cell line: SW-620. Synergy scores: CSS=35.2, Synergy_ZIP=-7.49, Synergy_Bliss=-0.701, Synergy_Loewe=-0.552, Synergy_HSA=0.136. (5) Synergy scores: CSS=1.32, Synergy_ZIP=0.274, Synergy_Bliss=4.48, Synergy_Loewe=0.666, Synergy_HSA=1.05. Cell line: MDA-MB-435. Drug 1: CC12CCC(CC1=CCC3C2CCC4(C3CC=C4C5=CN=CC=C5)C)O. Drug 2: CC1=C(C=C(C=C1)C(=O)NC2=CC(=CC(=C2)C(F)(F)F)N3C=C(N=C3)C)NC4=NC=CC(=N4)C5=CN=CC=C5. (6) Drug 1: CC1=C2C(C(=O)C3(C(CC4C(C3C(C(C2(C)C)(CC1OC(=O)C(C(C5=CC=CC=C5)NC(=O)C6=CC=CC=C6)O)O)OC(=O)C7=CC=CC=C7)(CO4)OC(=O)C)O)C)OC(=O)C. Drug 2: C(CN)CNCCSP(=O)(O)O. Cell line: HOP-62. Synergy scores: CSS=28.3, Synergy_ZIP=-4.44, Synergy_Bliss=-5.55, Synergy_Loewe=-23.8, Synergy_HSA=-5.68. (7) Drug 1: C1=NC2=C(N1)C(=S)N=C(N2)N. Drug 2: C1CNP(=O)(OC1)N(CCCl)CCCl. Cell line: MALME-3M. Synergy scores: CSS=16.7, Synergy_ZIP=-8.51, Synergy_Bliss=-3.38, Synergy_Loewe=-23.0, Synergy_HSA=-4.03. (8) Drug 1: CC(C1=C(C=CC(=C1Cl)F)Cl)OC2=C(N=CC(=C2)C3=CN(N=C3)C4CCNCC4)N. Drug 2: C1=CC=C(C=C1)NC(=O)CCCCCCC(=O)NO. Cell line: OVCAR-8. Synergy scores: CSS=32.2, Synergy_ZIP=-6.02, Synergy_Bliss=-0.674, Synergy_Loewe=-14.6, Synergy_HSA=-0.698.